Dataset: Catalyst prediction with 721,799 reactions and 888 catalyst types from USPTO. Task: Predict which catalyst facilitates the given reaction. (1) Reactant: [C:1]([O:4][CH2:5][CH2:6][C:7]1[CH:12]=[C:11]([CH3:13])[CH:10]=[C:9]([Cl:14])[CH:8]=1)(=[O:3])[CH3:2].[Br:15]N1C(=O)CCC1=O. Product: [C:1]([O:4][CH2:5][CH2:6][C:7]1[CH:8]=[C:9]([Cl:14])[CH:10]=[C:11]([CH2:13][Br:15])[CH:12]=1)(=[O:3])[CH3:2]. The catalyst class is: 53. (2) Reactant: Br[C:2]1[C:7]([Br:8])=[CH:6][C:5]([Cl:9])=[CH:4][N:3]=1.CN([CH:13]=[O:14])C. Product: [Br:8][C:7]1[C:2]([CH:13]=[O:14])=[N:3][CH:4]=[C:5]([Cl:9])[CH:6]=1. The catalyst class is: 2. (3) Product: [Cl:1][C:2]1[NH:10][C:9]2[C:8](=[O:11])[N:7]([CH2:12][CH2:13][CH2:14][CH2:15][C:16]3[N:19]=[C:36]([C:32]4[S:31][CH:35]=[CH:34][N:33]=4)[O:18][N:17]=3)[C:6](=[O:21])[N:5]([CH2:22][CH2:23][CH2:24][CH2:25][CH3:26])[C:4]=2[N:3]=1. The catalyst class is: 14. Reactant: [Cl:1][C:2]1[NH:10][C:9]2[C:8](=[O:11])[N:7]([CH2:12][CH2:13][CH2:14][CH2:15]/[C:16](=[N:19]/[H])/[NH:17][OH:18])[C:6](=[O:21])[N:5]([CH2:22][CH2:23][CH2:24][CH2:25][CH3:26])[C:4]=2[N:3]=1.CC[O-].[Na+].[S:31]1[CH:35]=[CH:34][N:33]=[C:32]1[C:36](OCC)=O. (4) Reactant: [CH3:1][N:2]1[C:10]2[C:5](=[C:6]([N+:11]([O-])=O)[CH:7]=[CH:8][CH:9]=2)[CH:4]=[N:3]1. The catalyst class is: 29. Product: [CH3:1][N:2]1[C:10]2[CH:9]=[CH:8][CH:7]=[C:6]([NH2:11])[C:5]=2[CH:4]=[N:3]1. (5) Reactant: [CH2:1]([NH:5][C:6]1[N:11]=[C:10]([NH:12][C@H:13]2[CH2:18][CH2:17][C@H:16]([OH:19])[CH2:15][CH2:14]2)[C:9]([C:20]2[CH:25]=[CH:24][C:23]([CH2:26][CH:27]3[CH2:32][CH2:31][NH:30][CH2:29][CH2:28]3)=[CH:22][N:21]=2)=[CH:8][N:7]=1)[CH2:2][CH2:3][CH3:4].CCN(C(C)C)[CH:36]([CH3:38])[CH3:37].C(I)(C)C. Product: [CH2:1]([NH:5][C:6]1[N:11]=[C:10]([NH:12][C@H:13]2[CH2:14][CH2:15][C@H:16]([OH:19])[CH2:17][CH2:18]2)[C:9]([C:20]2[CH:25]=[CH:24][C:23]([CH2:26][CH:27]3[CH2:32][CH2:31][N:30]([CH:36]([CH3:38])[CH3:37])[CH2:29][CH2:28]3)=[CH:22][N:21]=2)=[CH:8][N:7]=1)[CH2:2][CH2:3][CH3:4]. The catalyst class is: 32. (6) The catalyst class is: 12. Product: [Cl:22][C:20]1[N:21]=[C:16]([Cl:15])[N:17]=[C:18]2[C:19]=1[O:30][CH2:29][C@@H:25]1[CH2:26][CH2:27][CH2:28][N:24]12. Reactant: CC(OC(/N=N/C(OC(C)C)=O)=O)C.[Cl:15][C:16]1[N:21]=[C:20]([Cl:22])[C:19](O)=[C:18]([N:24]2[CH2:28][CH2:27][CH2:26][C@H:25]2[CH2:29][OH:30])[N:17]=1.C1(P(C2C=CC=CC=2)C2C=CC=CC=2)C=CC=CC=1.